Dataset: NCI-60 drug combinations with 297,098 pairs across 59 cell lines. Task: Regression. Given two drug SMILES strings and cell line genomic features, predict the synergy score measuring deviation from expected non-interaction effect. (1) Drug 1: CC1C(C(=O)NC(C(=O)N2CCCC2C(=O)N(CC(=O)N(C(C(=O)O1)C(C)C)C)C)C(C)C)NC(=O)C3=C4C(=C(C=C3)C)OC5=C(C(=O)C(=C(C5=N4)C(=O)NC6C(OC(=O)C(N(C(=O)CN(C(=O)C7CCCN7C(=O)C(NC6=O)C(C)C)C)C)C(C)C)C)N)C. Drug 2: CC1=C(C=C(C=C1)C(=O)NC2=CC(=CC(=C2)C(F)(F)F)N3C=C(N=C3)C)NC4=NC=CC(=N4)C5=CN=CC=C5. Cell line: CCRF-CEM. Synergy scores: CSS=5.65, Synergy_ZIP=2.12, Synergy_Bliss=7.30, Synergy_Loewe=-0.394, Synergy_HSA=0.0195. (2) Drug 2: COC1=C2C(=CC3=C1OC=C3)C=CC(=O)O2. Drug 1: CC1=C(C=C(C=C1)C(=O)NC2=CC(=CC(=C2)C(F)(F)F)N3C=C(N=C3)C)NC4=NC=CC(=N4)C5=CN=CC=C5. Synergy scores: CSS=-0.0370, Synergy_ZIP=-0.269, Synergy_Bliss=-1.93, Synergy_Loewe=-1.50, Synergy_HSA=-3.28. Cell line: HT29. (3) Drug 1: CC(C1=C(C=CC(=C1Cl)F)Cl)OC2=C(N=CC(=C2)C3=CN(N=C3)C4CCNCC4)N. Drug 2: C1=CC(=C2C(=C1NCCNCCO)C(=O)C3=C(C=CC(=C3C2=O)O)O)NCCNCCO. Cell line: OVCAR-5. Synergy scores: CSS=50.6, Synergy_ZIP=10.5, Synergy_Bliss=10.6, Synergy_Loewe=-1.24, Synergy_HSA=11.2. (4) Drug 1: C1CC(C1)(C(=O)O)C(=O)O.[NH2-].[NH2-].[Pt+2]. Drug 2: CCN(CC)CCNC(=O)C1=C(NC(=C1C)C=C2C3=C(C=CC(=C3)F)NC2=O)C. Cell line: UO-31. Synergy scores: CSS=5.25, Synergy_ZIP=-2.52, Synergy_Bliss=1.61, Synergy_Loewe=0.0874, Synergy_HSA=0.898.